From a dataset of Reaction yield outcomes from USPTO patents with 853,638 reactions. Predict the reaction yield, written as a fraction of the theoretical maximum amount of product (1.0 means a 100% yield; for example, 0.34 means a 34% yield). (1) The yield is 0.720. The catalyst is C1(C)C=CC=CC=1.C(Cl)Cl.CO.C1C=CC(/C=C/C(/C=C/C2C=CC=CC=2)=O)=CC=1.C1C=CC(/C=C/C(/C=C/C2C=CC=CC=2)=O)=CC=1.C1C=CC(/C=C/C(/C=C/C2C=CC=CC=2)=O)=CC=1.[Pd].[Pd]. The product is [Cl:21][C:22]1[C:27]2[N:28]([CH:36]3[CH2:40][CH2:39][CH2:38][CH2:37]3)[C:29]3[N:30]=[C:31]([NH:35][C:2]4[N:7]=[CH:6][C:5]([N:8]5[CH2:13][CH2:12][N:11]([C:14]([O:16][C:17]([CH3:20])([CH3:19])[CH3:18])=[O:15])[CH2:10][CH2:9]5)=[CH:4][CH:3]=4)[N:32]=[CH:33][C:34]=3[C:26]=2[CH:25]=[CH:24][N:23]=1. The reactants are Br[C:2]1[N:7]=[CH:6][C:5]([N:8]2[CH2:13][CH2:12][N:11]([C:14]([O:16][C:17]([CH3:20])([CH3:19])[CH3:18])=[O:15])[CH2:10][CH2:9]2)=[CH:4][CH:3]=1.[Cl:21][C:22]1[C:27]2[N:28]([CH:36]3[CH2:40][CH2:39][CH2:38][CH2:37]3)[C:29]3[N:30]=[C:31]([NH2:35])[N:32]=[CH:33][C:34]=3[C:26]=2[CH:25]=[CH:24][N:23]=1.[Li+].C[Si]([N-][Si](C)(C)C)(C)C.C1COCC1.C1(P(C2C=CC=CC=2)C2C3OC4C(=CC=CC=4P(C4C=CC=CC=4)C4C=CC=CC=4)C(C)(C)C=3C=CC=2)C=CC=CC=1.[NH4+].[Cl-]. (2) The reactants are Br[C:2]1[N:7]2[CH:8]=[N:9][CH:10]=[C:6]2[C:5](=[O:11])[N:4]([CH3:12])[CH:3]=1.[CH:13]1([CH2:16][O:17][C:18]2[CH:23]=[CH:22][C:21]([S:24]([CH2:27][CH3:28])(=[O:26])=[O:25])=[CH:20][C:19]=2B2OC(C)(C)C(C)(C)O2)[CH2:15][CH2:14]1.C([O-])(O)=O.[Na+]. The catalyst is O1CCOCC1.C1C=CC(P(C2C=CC=CC=2)[C-]2C=CC=C2)=CC=1.C1C=CC(P(C2C=CC=CC=2)[C-]2C=CC=C2)=CC=1.Cl[Pd]Cl.[Fe+2]. The product is [CH:13]1([CH2:16][O:17][C:18]2[CH:23]=[CH:22][C:21]([S:24]([CH2:27][CH3:28])(=[O:26])=[O:25])=[CH:20][C:19]=2[C:2]2[N:7]3[CH:8]=[N:9][CH:10]=[C:6]3[C:5](=[O:11])[N:4]([CH3:12])[CH:3]=2)[CH2:14][CH2:15]1. The yield is 0.220. (3) The reactants are C(OC([N:11]1[CH2:17][C:16]2[CH:18]=[C:19]([O:25][CH3:26])[C:20]([N+:22]([O-])=O)=[CH:21][C:15]=2[NH:14][C:13](=[O:27])[CH2:12]1)=O)C1C=CC=CC=1. The catalyst is C(OCC)(=O)C.C(O)C.[Pd]. The product is [NH2:22][C:20]1[C:19]([O:25][CH3:26])=[CH:18][C:16]2[CH2:17][NH:11][CH2:12][C:13](=[O:27])[NH:14][C:15]=2[CH:21]=1. The yield is 0.530. (4) The reactants are COCCO[AlH2-]OCCOC.[Na+].[C:13]([O:17][C:18]([NH:20][C@@:21]12[CH2:27][CH2:26][C@:25]1([CH2:28][O:29][CH3:30])[CH2:24][N:23]([C@@H:31]([C:33]1[CH:38]=[CH:37][CH:36]=[CH:35][CH:34]=1)[CH3:32])[C:22]2=O)=[O:19])([CH3:16])([CH3:15])[CH3:14].O.O.O.O.C(C(C(C([O-])=O)O)O)([O-])=O.[Na+].[K+].C(OCC)(=O)C. The catalyst is C1(C)C=CC=CC=1.[Cl-].[Na+].O. The product is [C:13]([O:17][C:18]([NH:20][C@@:21]12[CH2:27][CH2:26][C@:25]1([CH2:28][O:29][CH3:30])[CH2:24][N:23]([C@@H:31]([C:33]1[CH:34]=[CH:35][CH:36]=[CH:37][CH:38]=1)[CH3:32])[CH2:22]2)=[O:19])([CH3:14])([CH3:15])[CH3:16]. The yield is 0.430. (5) The reactants are [Cl:1][C:2]1[C:7]([F:8])=[C:6]([F:9])[CH:5]=[CH:4][C:3]=1[CH2:10][NH:11][C:12]([CH:14]1[CH2:18][NH:17][C:16](=[O:19])[N:15]1[CH3:20])=[O:13].C(=O)([O-])[O-].[K+].[K+].Cl.Cl[CH2:29][CH2:30][N:31]1[CH2:36][CH2:35][O:34][CH2:33][CH2:32]1.[H-].[Na+].Cl. The catalyst is CN(C=O)C.ClCCl.CO.ClCCl.CCOCC. The product is [ClH:1].[Cl:1][C:2]1[C:7]([F:8])=[C:6]([F:9])[CH:5]=[CH:4][C:3]=1[CH2:10][NH:11][C:12]([CH:14]1[CH2:18][N:17]([CH2:29][CH2:30][N:31]2[CH2:36][CH2:35][O:34][CH2:33][CH2:32]2)[C:16](=[O:19])[N:15]1[CH3:20])=[O:13]. The yield is 0.0400.